This data is from Forward reaction prediction with 1.9M reactions from USPTO patents (1976-2016). The task is: Predict the product of the given reaction. (1) Given the reactants COC1C=CC(C([NH:20][C:21]2[N:29]=[CH:28][N:27]=[C:26]3[C:22]=2[N:23]=[CH:24][N:25]3[C@H:30]2[O:35][C@@H:34]([CH2:36][O:37]C(C3C=CC=CC=3)(C3C=CC=CC=3)C3C=CC(OC)=CC=3)[C@H:32]([OH:33])[CH2:31]2)(C2C=CC=CC=2)C2C=CC=CC=2)=CC=1, predict the reaction product. The product is: [CH2:31]1[C@@H:30]([N:25]2[C:26]3[N:27]=[CH:28][N:29]=[C:21]([NH2:20])[C:22]=3[N:23]=[CH:24]2)[O:35][C@@H:34]([CH2:36][OH:37])[C@@H:32]1[OH:33]. (2) Given the reactants [CH:1]1([C:4]2[CH:5]=[CH:6][C:7]([C:17]([OH:19])=O)=[N:8][C:9]=2[O:10][CH2:11][CH:12]2[CH2:16][CH2:15][CH2:14][O:13]2)[CH2:3][CH2:2]1.[CH3:20][C:21]1([CH3:27])[CH2:26][CH2:25][NH:24][CH2:23][CH2:22]1.CN(C(ON1N=NC2C=CC=CC1=2)=[N+](C)C)C.[B-](F)(F)(F)F.CCN(C(C)C)C(C)C, predict the reaction product. The product is: [CH:1]1([C:4]2[CH:5]=[CH:6][C:7]([C:17]([N:24]3[CH2:25][CH2:26][C:21]([CH3:27])([CH3:20])[CH2:22][CH2:23]3)=[O:19])=[N:8][C:9]=2[O:10][CH2:11][CH:12]2[CH2:16][CH2:15][CH2:14][O:13]2)[CH2:2][CH2:3]1. (3) Given the reactants Cl[C:2]1([C:13]2[CH:18]=[CH:17][CH:16]=[CH:15][C:14]=2[O:19][CH3:20])[C:10]2[C:5](=[CH:6][CH:7]=[C:8]([Cl:11])[CH:9]=2)[NH:4][C:3]1=[O:12].[NH2:21][C@@H:22]([CH:28]([CH3:30])[CH3:29])[C:23]([N:25]([CH3:27])[CH3:26])=[O:24], predict the reaction product. The product is: [Cl:11][C:8]1[CH:9]=[C:10]2[C:5](=[CH:6][CH:7]=1)[NH:4][C:3](=[O:12])[C:2]2([NH:21][C@@H:22]([CH:28]([CH3:30])[CH3:29])[C:23]([N:25]([CH3:27])[CH3:26])=[O:24])[C:13]1[CH:18]=[CH:17][CH:16]=[CH:15][C:14]=1[O:19][CH3:20]. (4) The product is: [NH2:15][C:12]1[CH:13]=[CH:14][C:9]([CH2:8][C:2]([CH3:1])([CH3:22])[C:3]([O:5][CH2:6][CH3:7])=[O:4])=[C:10]([C:18]([F:19])([F:20])[F:21])[CH:11]=1. Given the reactants [CH3:1][C:2]([CH3:22])([CH2:8][C:9]1[CH:14]=[CH:13][C:12]([N+:15]([O-])=O)=[CH:11][C:10]=1[C:18]([F:21])([F:20])[F:19])[C:3]([O:5][CH2:6][CH3:7])=[O:4], predict the reaction product.